Dataset: Reaction yield outcomes from USPTO patents with 853,638 reactions. Task: Predict the reaction yield, written as a fraction of the theoretical maximum amount of product (1.0 means a 100% yield; for example, 0.34 means a 34% yield). (1) The reactants are [BH4-].[Na+].[F:3][C:4]([F:22])([F:21])[C:5]1[CH:6]=[C:7]([S:11]([N:14]2[CH2:19][CH2:18][C:17](=[O:20])[CH2:16][CH2:15]2)(=[O:13])=[O:12])[CH:8]=[CH:9][CH:10]=1. The catalyst is CO. The product is [F:22][C:4]([F:3])([F:21])[C:5]1[CH:6]=[C:7]([S:11]([N:14]2[CH2:15][CH2:16][CH:17]([OH:20])[CH2:18][CH2:19]2)(=[O:13])=[O:12])[CH:8]=[CH:9][CH:10]=1. The yield is 0.840. (2) The reactants are [CH:1]1([NH:7][C:8]([NH:10][CH2:11][C:12]([CH3:14])=[CH2:13])=[O:9])[CH2:6][CH2:5][CH2:4][CH2:3][CH2:2]1. The catalyst is C(O)(C(F)(F)F)=O. The product is [CH:1]1([N:7]2[C:12]([CH3:14])([CH3:13])[CH2:11][NH:10][C:8]2=[O:9])[CH2:6][CH2:5][CH2:4][CH2:3][CH2:2]1. The yield is 1.00. (3) The product is [Br:1][C:2]1[CH:7]=[CH:6][C:5]([NH:8][CH2:13][CH:15]2[CH2:20][CH2:19][N:18]([C:21]([O:23][C:24]([CH3:25])([CH3:27])[CH3:26])=[O:22])[CH2:17][CH2:16]2)=[CH:4][CH:3]=1. The yield is 0.430. The catalyst is CO. The reactants are [Br:1][C:2]1[CH:7]=[CH:6][C:5]([NH2:8])=[CH:4][CH:3]=1.C(O)(=O)C.[CH:13]([CH:15]1[CH2:20][CH2:19][N:18]([C:21]([O:23][C:24]([CH3:27])([CH3:26])[CH3:25])=[O:22])[CH2:17][CH2:16]1)=O.[BH3-]C#N.[Na+]. (4) The reactants are [OH-].[Na+].[CH3:3][N:4]([C:13]1[CH:14]=[C:15]([C:19]2[CH:20]=[N:21][C:22]([CH:25]=[CH:26][C:27]([O-:29])=[O:28])=[N:23][CH:24]=2)[CH:16]=[CH:17][CH:18]=1)[C:5]([NH:7][CH2:8][CH2:9][CH2:10][CH2:11][CH3:12])=[O:6]. The catalyst is O1CCCC1.O. The product is [CH3:3][N:4]([C:13]1[CH:14]=[C:15]([C:19]2[CH:20]=[N:21][C:22]([CH:25]=[CH:26][C:27]([OH:29])=[O:28])=[N:23][CH:24]=2)[CH:16]=[CH:17][CH:18]=1)[C:5]([NH:7][CH2:8][CH2:9][CH2:10][CH2:11][CH3:12])=[O:6]. The yield is 0.220. (5) The reactants are [CH2:1]([O:3][C:4](=[O:33])[CH2:5][NH:6][C:7]([N:9]([CH2:18][C:19]1[CH:24]=[CH:23][C:22]([CH2:25][CH2:26][CH2:27][CH2:28][CH2:29][CH2:30][CH2:31][CH3:32])=[CH:21][CH:20]=1)[NH:10]C(OC(C)(C)C)=O)=[O:8])[CH3:2].C(C1C=CC(N(C)C(=O)OC(C)(C)C)=CC=1)CCCCCCC. No catalyst specified. The product is [CH2:25]([C:22]1[CH:23]=[CH:24][C:19]([CH2:18][N:9]([C:7]([NH:6][CH2:5][C:4]([O:3][CH2:1][CH3:2])=[O:33])=[O:8])[NH2:10])=[CH:20][CH:21]=1)[CH2:26][CH2:27][CH2:28][CH2:29][CH2:30][CH2:31][CH3:32]. The yield is 0.890. (6) The reactants are [CH:1]1([CH2:4][CH2:5][N:6]2[C:10](=[O:11])[N:9]([C:12]3[S:13][C:14]([C:18]([O:20]CC)=[O:19])=[C:15]([CH3:17])[N:16]=3)[CH:8]=[N:7]2)[CH2:3][CH2:2]1.O.[OH-].[Li+]. The catalyst is O1CCCC1.O. The product is [CH:1]1([CH2:4][CH2:5][N:6]2[C:10](=[O:11])[N:9]([C:12]3[S:13][C:14]([C:18]([OH:20])=[O:19])=[C:15]([CH3:17])[N:16]=3)[CH:8]=[N:7]2)[CH2:3][CH2:2]1. The yield is 0.550. (7) The reactants are [C:1]([O:4][CH2:5][CH:6]([O:25][C:26](=[O:28])[CH3:27])[C:7](=[O:24])[NH:8][C:9]1[C:14]([I:15])=[C:13]([C:16](Cl)=[O:17])[C:12]([I:19])=[C:11]([C:20]([Cl:22])=[O:21])[C:10]=1[I:23])(=[O:3])[CH3:2].[CH3:29][C:30]1([CH3:37])[O:34][CH:33]([CH2:35][NH2:36])[CH2:32][O:31]1. The catalyst is CC(N(C)C)=O. The product is [C:1]([O:4][CH2:5][CH:6]([O:25][C:26](=[O:28])[CH3:27])[C:7](=[O:24])[NH:8][C:9]1[C:14]([I:15])=[C:13]([C:16](=[O:17])[NH:36][CH2:35][CH:33]2[CH2:32][O:31][C:30]([CH3:37])([CH3:29])[O:34]2)[C:12]([I:19])=[C:11]([C:20]([Cl:22])=[O:21])[C:10]=1[I:23])(=[O:3])[CH3:2]. The yield is 0.710.